Task: Predict the reactants needed to synthesize the given product.. Dataset: Retrosynthesis with 50K atom-mapped reactions and 10 reaction types from USPTO (1) The reactants are: Fc1ccc(-c2ccnc(N3CCNCC3)n2)c(F)c1.O=C(Nc1cccnn1)OCC(Cl)(Cl)Cl. Given the product O=C(Nc1cccnn1)N1CCN(c2nccc(-c3ccc(F)cc3F)n2)CC1, predict the reactants needed to synthesize it. (2) Given the product N#Cc1cccc(NC(=O)Nc2ccc([C@@H]3CNCCO3)cc2F)c1, predict the reactants needed to synthesize it. The reactants are: CC(C)(C)OC(=O)N1CCO[C@H](c2ccc(NC(=O)Nc3cccc(C#N)c3)c(F)c2)C1. (3) Given the product COC(=O)CNC1CCCc2ccc(OC)cc21, predict the reactants needed to synthesize it. The reactants are: COC(=O)CBr.COc1ccc2c(c1)C(N)CCC2. (4) Given the product CC1(N)CCN(c2nccc(C(F)(F)F)n2)CC1, predict the reactants needed to synthesize it. The reactants are: CC1(NC(=O)OCc2ccccc2)CCN(c2nccc(C(F)(F)F)n2)CC1.